Predict the reactants needed to synthesize the given product. From a dataset of Full USPTO retrosynthesis dataset with 1.9M reactions from patents (1976-2016). (1) The reactants are: C1(P([N:15]=[N+]=[N-])(C2C=CC=CC=2)=O)C=CC=CC=1.[C:18]([O:22][C:23]([N:25]1[CH2:33][CH2:32][CH2:31][CH:27](C(O)=O)[CH2:26]1)=[O:24])([CH3:21])([CH3:20])[CH3:19].[CH2:34]([OH:41])[C:35]1[CH:40]=[CH:39][CH:38]=[CH:37][CH:36]=1.Cl.C([O:46][CH2:47]C)(=O)C. Given the product [CH2:34]([O:41][C:47]([NH:15][CH:27]1[CH2:31][CH2:32][CH2:33][N:25]([C:23]([O:22][C:18]([CH3:19])([CH3:20])[CH3:21])=[O:24])[CH2:26]1)=[O:46])[C:35]1[CH:40]=[CH:39][CH:38]=[CH:37][CH:36]=1, predict the reactants needed to synthesize it. (2) The reactants are: [C:1]([CH2:3][C@H:4]1[CH2:9][CH2:8][C@H:7]([NH:10][C:11]2[C:16]([N+:17]([O-])=O)=[CH:15][N:14]=[C:13]3[CH:20]=[CH:21][S:22][C:12]=23)[CH2:6][C@H:5]1[NH:23][C:24](=[O:33])[O:25][CH2:26][C:27]1[CH:32]=[CH:31][CH:30]=[CH:29][CH:28]=1)#[N:2]. Given the product [CH2:26]([O:25][C:24](=[O:33])[NH:23][C@@H:5]1[CH2:6][C@@H:7]([NH:10][C:11]2[C:16]([NH2:17])=[CH:15][N:14]=[C:13]3[CH:20]=[CH:21][S:22][C:12]=23)[CH2:8][CH2:9][C@@H:4]1[CH2:3][C:1]#[N:2])[C:27]1[CH:28]=[CH:29][CH:30]=[CH:31][CH:32]=1, predict the reactants needed to synthesize it. (3) Given the product [F:20][C:21]([F:31])([F:32])[C:22]1[CH:23]=[C:24]([CH:28]=[CH:29][CH:30]=1)[C:25]([NH:1][C:2]1[CH:3]=[C:4]([C:8]#[C:9][C:10]2[CH:11]=[N:12][CH:13]=[C:14]([CH:19]=2)[C:15]([O:17][CH3:18])=[O:16])[CH:5]=[CH:6][CH:7]=1)=[O:26], predict the reactants needed to synthesize it. The reactants are: [NH2:1][C:2]1[CH:3]=[C:4]([C:8]#[C:9][C:10]2[CH:11]=[N:12][CH:13]=[C:14]([CH:19]=2)[C:15]([O:17][CH3:18])=[O:16])[CH:5]=[CH:6][CH:7]=1.[F:20][C:21]([F:32])([F:31])[C:22]1[CH:23]=[C:24]([CH:28]=[CH:29][CH:30]=1)[C:25](O)=[O:26]. (4) Given the product [CH2:11]=[O:12].[O:17]1[CH2:14][CH2:20][CH2:24][O:25][O:12]1.[CH2:9]([O:15][CH2:14][O:17][CH2:2][CH3:8])[CH3:10], predict the reactants needed to synthesize it. The reactants are: C[C:2]1([CH3:8])CNCCN1.[CH2:9]([C:11](C)=[O:12])[CH3:10].[C:14](=[O:17])([O-])[O-:15].[K+].[K+].[CH2:20]([C:24](C)=[O:25])C(C)C. (5) The reactants are: [NH:1]1[CH:5]=[CH:4][CH:3]=[CH:2]1.[Cl:6][C:7]1[C:8](S(C)(=O)=O)=[N:9][CH:10]=[CH:11][CH:12]=1.C(=O)([O-])[O-].[Cs+].[Cs+].CN(C)C=O. Given the product [Cl:6][C:7]1[C:8]([N:1]2[CH:5]=[CH:4][CH:3]=[CH:2]2)=[N:9][CH:10]=[CH:11][CH:12]=1, predict the reactants needed to synthesize it. (6) Given the product [CH3:1][O:2][C:3]1[CH:4]=[C:5]2[C:10](=[C:11]([CH3:14])[C:12]=1[CH3:13])[N:9]([CH2:15][CH2:16][CH2:17][NH:18][C:22](=[O:29])[C:23]1[CH:28]=[CH:27][CH:26]=[CH:25][CH:24]=1)[CH2:8][C:7]1([CH2:19][CH2:20][CH2:21]1)[CH2:6]2, predict the reactants needed to synthesize it. The reactants are: [CH3:1][O:2][C:3]1[CH:4]=[C:5]2[C:10](=[C:11]([CH3:14])[C:12]=1[CH3:13])[N:9]([CH2:15][CH2:16][CH2:17][NH2:18])[CH2:8][C:7]1([CH2:21][CH2:20][CH2:19]1)[CH2:6]2.[C:22](O)(=[O:29])[C:23]1[CH:28]=[CH:27][CH:26]=[CH:25][CH:24]=1.C1(N=C=NC2CCCCC2)CCCCC1. (7) Given the product [CH3:13][C@@H:9]1[C:8]2([O:17][CH2:16][CH2:15][O:14]2)[CH2:7][CH2:6][C@@:5]2([C:18]3[CH:19]=[CH:20][CH:21]=[CH:22][CH:23]=3)[C@H:10]1[CH2:11][CH2:12][C:3]1[CH:2]=[N:32][C:31]([C:30]3[CH:34]=[CH:35][C:27]([OH:26])=[CH:28][CH:29]=3)=[N:33][C:4]=12, predict the reactants needed to synthesize it. The reactants are: O/[CH:2]=[C:3]1\[C:4](=O)[C@:5]2([C:18]3[CH:23]=[CH:22][CH:21]=[CH:20][CH:19]=3)[C@@H:10]([CH2:11][CH2:12]\1)[C@H:9]([CH3:13])[C:8]1([O:17][CH2:16][CH2:15][O:14]1)[CH2:7][CH2:6]2.Cl.[OH:26][C:27]1[CH:35]=[CH:34][C:30]([C:31]([NH2:33])=[NH:32])=[CH:29][CH:28]=1.N1CCCCC1.